This data is from Reaction yield outcomes from USPTO patents with 853,638 reactions. The task is: Predict the reaction yield, written as a fraction of the theoretical maximum amount of product (1.0 means a 100% yield; for example, 0.34 means a 34% yield). (1) The yield is 0.920. No catalyst specified. The reactants are Cl.[C:2]1([CH3:10])[CH:7]=CC=C[C:3]=1[NH:8][NH2:9].[CH3:11][C:12]([CH3:19])([CH3:18])[C:13](=O)[CH2:14][C:15]#[N:16].[C:20]1(C)[CH:25]=CC=C[CH:21]=1. The product is [NH2:16][C:15]1[C:3]([N:8]2[CH:25]=[CH:20][CH:21]=[N:9]2)=[C:2]([CH3:10])[CH:7]=[C:13]([C:12]([CH3:19])([CH3:18])[CH3:11])[CH:14]=1. (2) The reactants are [CH3:1][C:2]1[CH:3]=[CH:4][CH:5]=[C:6]2[C:11]=1[N:10]=[CH:9][CH:8]=[CH:7]2.[Br:12]Br. The catalyst is OS(O)(=O)=O.S([O-])([O-])(=O)=O.[Ag+2]. The product is [Br:12][C:5]1[CH:4]=[CH:3][C:2]([CH3:1])=[C:11]2[C:6]=1[CH:7]=[CH:8][CH:9]=[N:10]2. The yield is 0.924. (3) The reactants are [CH:1]1([CH2:4][O:5][C:6]2[CH:11]=[CH:10][CH:9]=[C:8]([O:12]CC3C=CC(OC)=CC=3)[C:7]=2[C:22]2[CH:23]=[C:24]([C@@H:33]3[CH2:38][CH2:37][CH2:36][N:35](C(OC(C)(C)C)=O)[CH2:34]3)[C:25]3[CH2:30][O:29][C:28](=[O:31])[NH:27][C:26]=3[N:32]=2)[CH2:3][CH2:2]1.[ClH:46]. The catalyst is O1CCOCC1. The product is [ClH:46].[CH:1]1([CH2:4][O:5][C:6]2[CH:11]=[CH:10][CH:9]=[C:8]([OH:12])[C:7]=2[C:22]2[CH:23]=[C:24]([C@@H:33]3[CH2:38][CH2:37][CH2:36][NH:35][CH2:34]3)[C:25]3[CH2:30][O:29][C:28](=[O:31])[NH:27][C:26]=3[N:32]=2)[CH2:2][CH2:3]1. The yield is 0.710. (4) The reactants are [NH2:1][C:2]1[C:3]([C:12]#[C:13][C:14]2[CH:19]=[CH:18][CH:17]=[CH:16][CH:15]=2)=[N:4][CH:5]=[CH:6][C:7]=1[C:8]([O:10]C)=[O:9].O(C(C)(C)C)[K].O.Cl. The catalyst is CN1C(=O)CCC1. The product is [C:14]1([C:13]2[NH:1][C:2]3[C:3](=[N:4][CH:5]=[CH:6][C:7]=3[C:8]([OH:10])=[O:9])[CH:12]=2)[CH:19]=[CH:18][CH:17]=[CH:16][CH:15]=1. The yield is 0.740. (5) The reactants are [C:1](=O)([S:3][CH2:4][C:5]1[CH:10]=[CH:9][CH:8]=[CH:7][C:6]=1[C:11]1[CH:16]=[C:15]([F:17])[C:14]([C:18]2[CH:23]=[N:22][C:21]([NH2:24])=[CH:20][N:19]=2)=[CH:13][CH:12]=1)[CH3:2].C1C=CC(P(C2C=CC=CC=2)C2C=CC=CC=2)=CC=1.C([O-])([O-])=O.[K+].[K+].BrCC. The catalyst is CO. The product is [CH2:1]([S:3][CH2:4][C:5]1[CH:10]=[CH:9][CH:8]=[CH:7][C:6]=1[C:11]1[CH:12]=[CH:13][C:14]([C:18]2[N:19]=[CH:20][C:21]([NH2:24])=[N:22][CH:23]=2)=[C:15]([F:17])[CH:16]=1)[CH3:2]. The yield is 0.730.